From a dataset of Reaction yield outcomes from USPTO patents with 853,638 reactions. Predict the reaction yield, written as a fraction of the theoretical maximum amount of product (1.0 means a 100% yield; for example, 0.34 means a 34% yield). (1) The reactants are [CH3:1][C:2]([CH:5]=O)([CH3:4])[CH3:3].[CH3:7][O:8][C:9]1[C:10]([CH3:19])=[C:11]([CH:16]=[CH:17][CH:18]=1)[C:12]([NH:14][NH2:15])=[O:13]. The catalyst is CO.C(O)(=O)C. The product is [CH3:4][C:2]([CH3:1])([CH3:3])[CH:5]=[N:15][NH:14][C:12](=[O:13])[C:11]1[CH:16]=[CH:17][CH:18]=[C:9]([O:8][CH3:7])[C:10]=1[CH3:19]. The yield is 0.660. (2) The reactants are C([O:3][C:4]([C:6]1[N:7]([CH:27]2[CH2:29][CH2:28]2)[C:8]([C:16]2[CH:21]=[CH:20][C:19]([O:22][C:23]([F:26])([F:25])[F:24])=[CH:18][CH:17]=2)=[N:9][C:10]=1[C:11]1[O:12][CH:13]=[CH:14][CH:15]=1)=[O:5])C.[Li+].[OH-]. The catalyst is C1COCC1.CO.O.CCOC(C)=O. The product is [CH:27]1([N:7]2[C:6]([C:4]([OH:5])=[O:3])=[C:10]([C:11]3[O:12][CH:13]=[CH:14][CH:15]=3)[N:9]=[C:8]2[C:16]2[CH:21]=[CH:20][C:19]([O:22][C:23]([F:25])([F:26])[F:24])=[CH:18][CH:17]=2)[CH2:29][CH2:28]1. The yield is 0.960. (3) The reactants are [Si]([O:8][CH2:9][C@@H:10]1[CH2:14][C:13]([CH3:15])=[CH:12][N:11]1[C:16]([C:18]1[CH:23]=[C:22]([O:24][CH3:25])[C:21]([O:26][Si:27]([CH:34]([CH3:36])[CH3:35])([CH:31]([CH3:33])[CH3:32])[CH:28]([CH3:30])[CH3:29])=[CH:20][C:19]=1[NH:37][C:38]([O:40][CH2:41][C:42]1[CH:47]=[CH:46][C:45]([NH:48][NH:49][CH:50]([CH3:66])[C:51]([NH:53][CH:54]([CH:63]([CH3:65])[CH3:64])[C:55](=[O:62])[C:56]([O:58][CH2:59][CH:60]=[CH2:61])=[O:57])=[O:52])=[CH:44][CH:43]=1)=[O:39])=[O:17])(C(C)(C)C)(C)C. The catalyst is C(O)(=O)C.CO.O1CCCC1.O.C(OCC)(=O)C. The product is [OH:8][CH2:9][C@@H:10]1[CH2:14][C:13]([CH3:15])=[CH:12][N:11]1[C:16]([C:18]1[CH:23]=[C:22]([O:24][CH3:25])[C:21]([O:26][Si:27]([CH:31]([CH3:32])[CH3:33])([CH:34]([CH3:35])[CH3:36])[CH:28]([CH3:30])[CH3:29])=[CH:20][C:19]=1[NH:37][C:38]([O:40][CH2:41][C:42]1[CH:43]=[CH:44][C:45]([NH:48][NH:49][CH:50]([CH3:66])[C:51]([NH:53][CH:54]([CH:63]([CH3:65])[CH3:64])[C:55](=[O:62])[C:56]([O:58][CH2:59][CH:60]=[CH2:61])=[O:57])=[O:52])=[CH:46][CH:47]=1)=[O:39])=[O:17]. The yield is 0.800. (4) The reactants are Br[CH2:2][CH:3]1[CH2:8][CH2:7][N:6]([C:9]([O:11][C:12]([CH3:15])([CH3:14])[CH3:13])=[O:10])[CH2:5][CH2:4]1.[CH:16]1([C@@:22]([C:29]2[CH:34]=[CH:33][CH:32]=[CH:31][CH:30]=2)([C:24]2[N:28]=[CH:27][NH:26][N:25]=2)[OH:23])[CH2:21][CH2:20][CH2:19][CH2:18][CH2:17]1.C(=O)([O-])[O-].[K+].[K+]. The catalyst is CN(C=O)C. The product is [C:12]([O:11][C:9]([N:6]1[CH2:7][CH2:8][CH:3]([CH2:2][N:26]2[CH:27]=[N:28][C:24]([C@:22]([CH:29]3[CH2:30][CH2:31][CH2:32][CH2:33][CH2:34]3)([OH:23])[C:16]3[CH:21]=[CH:20][CH:19]=[CH:18][CH:17]=3)=[N:25]2)[CH2:4][CH2:5]1)=[O:10])([CH3:15])([CH3:14])[CH3:13]. The yield is 0.510. (5) The reactants are [C:1]([C@H:5]1[CH2:10][CH2:9][C@H:8]([C:11]([OH:13])=O)[CH2:7][CH2:6]1)([O:3][CH3:4])=[O:2].S(Cl)(Cl)=O.[I-].[CH3:19][O:20][C:21]1[CH:26]=[CH:25][CH:24]=[CH:23][C:22]=1[Zn+]. The catalyst is O1CCCC1. The product is [CH3:4][O:3][C:1]([CH:5]1[CH2:6][CH2:7][CH:8]([C:11](=[O:13])[C:22]2[CH:23]=[CH:24][CH:25]=[CH:26][C:21]=2[O:20][CH3:19])[CH2:9][CH2:10]1)=[O:2]. The yield is 0.640. (6) The reactants are [NH2:1][C:2]1[CH:7]=[C:6]([C:8]([F:11])([F:10])[F:9])[C:5]([Cl:12])=[CH:4][C:3]=1[NH:13][C:14]1[CH:19]=[CH:18][C:17]([CH2:20][CH2:21][OH:22])=[CH:16][CH:15]=1.[N:23]1[CH:28]=[CH:27][CH:26]=[CH:25][C:24]=1[CH:29]=O.CCO. The catalyst is CCOC(C)=O. The product is [Cl:12][C:5]1[C:6]([C:8]([F:10])([F:11])[F:9])=[CH:7][C:2]2[N:1]=[C:29]([C:24]3[CH:25]=[CH:26][CH:27]=[CH:28][N:23]=3)[N:13]([C:14]3[CH:19]=[CH:18][C:17]([CH2:20][CH2:21][OH:22])=[CH:16][CH:15]=3)[C:3]=2[CH:4]=1. The yield is 0.520.